This data is from Reaction yield outcomes from USPTO patents with 853,638 reactions. The task is: Predict the reaction yield, written as a fraction of the theoretical maximum amount of product (1.0 means a 100% yield; for example, 0.34 means a 34% yield). (1) The reactants are [N:1]12[CH2:8][CH2:7][C:4]([C:9]([C:17]3[CH:22]=[CH:21][CH:20]=[CH:19][CH:18]=3)([C:11]3[CH:16]=[CH:15][CH:14]=[CH:13][CH:12]=3)[OH:10])([CH2:5][CH2:6]1)[CH2:3][CH2:2]2.[N+:23]([C:26]1[CH:31]=[CH:30][C:29]([O:32][CH2:33][CH2:34][CH2:35][Br:36])=[CH:28][CH:27]=1)([O-:25])=[O:24]. The catalyst is CC#N. The product is [Br-:36].[OH:10][C:9]([C:17]1[CH:22]=[CH:21][CH:20]=[CH:19][CH:18]=1)([C:11]1[CH:12]=[CH:13][CH:14]=[CH:15][CH:16]=1)[C:4]12[CH2:5][CH2:6][N+:1]([CH2:35][CH2:34][CH2:33][O:32][C:29]3[CH:30]=[CH:31][C:26]([N+:23]([O-:25])=[O:24])=[CH:27][CH:28]=3)([CH2:2][CH2:3]1)[CH2:8][CH2:7]2. The yield is 0.670. (2) The reactants are [CH3:1][O:2][C:3]1[CH:4]=[C:5]([NH2:26])[CH:6]=[CH:7][C:8]=1[C:9]1[O:10][C:11]([C:14]2[C:15]([C:20]3[CH:25]=[CH:24][CH:23]=[CH:22][CH:21]=3)=[N:16][O:17][C:18]=2[CH3:19])=[N:12][N:13]=1.C(N(CC)C(C)C)(C)C.Br[CH2:37][CH:38]1[CH2:40][CH2:39]1.C[Si]([N-][Si](C)(C)C)(C)C.[K+]. The catalyst is C1COCC1. The product is [CH:38]1([CH2:37][CH2:19][C:18]2[O:17][N:16]=[C:15]([C:20]3[CH:21]=[CH:22][CH:23]=[CH:24][CH:25]=3)[C:14]=2[C:11]2[O:10][C:9]([C:8]3[CH:7]=[CH:6][C:5]([NH2:26])=[CH:4][C:3]=3[O:2][CH3:1])=[N:13][N:12]=2)[CH2:40][CH2:39]1. The yield is 0.120. (3) The reactants are [CH:1]1([N:7]2[C:12](=[O:13])[C:11]([C:14]([NH:16][CH2:17][C:18]([O:20]CC)=[O:19])=[O:15])=[C:10]([OH:23])[C:9]([C:24](OC)=[O:25])=[C:8]2[OH:28])[CH2:6][CH2:5][CH2:4][CH2:3][CH2:2]1.[CH3:29][C:30]1[N:31]=[CH:32][C:33]([CH2:36][NH2:37])=[N:34][CH:35]=1.C(O)C.[OH-].[Na+]. The catalyst is O1CCOCC1. The product is [CH:1]1([N:7]2[C:8]([OH:28])=[C:9]([C:24]([NH:37][CH2:36][C:33]3[CH:32]=[N:31][C:30]([CH3:29])=[CH:35][N:34]=3)=[O:25])[C:10]([OH:23])=[C:11]([C:14]([NH:16][CH2:17][C:18]([OH:20])=[O:19])=[O:15])[C:12]2=[O:13])[CH2:2][CH2:3][CH2:4][CH2:5][CH2:6]1. The yield is 0.580. (4) The reactants are O.C1(C)C=CC(S(O)(=O)=O)=CC=1.Cl.[CH3:14][C:15]1[CH:16]=[C:17]([NH:22]N)[CH:18]=[C:19]([CH3:21])[CH:20]=1.[C:24]([O:29][CH2:30][CH3:31])(=[O:28])[C:25]([CH3:27])=O.O. The catalyst is C1C=CC=CC=1.O.C1(C)C=CC(S(O)(=O)=O)=CC=1. The product is [CH2:30]([O:29][C:24]([C:25]1[NH:22][C:17]2[C:16]([CH:27]=1)=[C:15]([CH3:14])[CH:20]=[C:19]([CH3:21])[CH:18]=2)=[O:28])[CH3:31]. The yield is 0.820. (5) The reactants are Br[C:2]1[CH:3]=[C:4]2[C:8]3=[C:9]([CH2:11][S:12][CH2:13][CH2:14][N:7]3[C@H:6]3[CH2:15][CH2:16][N:17](C(OC(C)(C)C)=O)[CH2:18][C@@H:5]23)[CH:10]=1.[CH3:26][C:27]1[CH:32]=[C:31]([O:33][CH3:34])[CH:30]=[CH:29][C:28]=1B(O)O. The catalyst is COCCOC.C(OCC)(=O)C. The product is [CH3:34][O:33][C:31]1[CH:30]=[CH:29][C:28]([C:2]2[CH:3]=[C:4]3[C:8]4=[C:9]([CH2:11][S:12][CH2:13][CH2:14][N:7]4[C@H:6]4[CH2:15][CH2:16][NH:17][CH2:18][C@@H:5]34)[CH:10]=2)=[C:27]([CH3:26])[CH:32]=1. The yield is 0.450.